From a dataset of Human liver microsome stability data. Regression/Classification. Given a drug SMILES string, predict its absorption, distribution, metabolism, or excretion properties. Task type varies by dataset: regression for continuous measurements (e.g., permeability, clearance, half-life) or binary classification for categorical outcomes (e.g., BBB penetration, CYP inhibition). Dataset: hlm. The compound is CCOc1ccc2[nH]c(SCc3ccccn3)nc2c1. The result is 1 (stable in human liver microsomes).